Dataset: Full USPTO retrosynthesis dataset with 1.9M reactions from patents (1976-2016). Task: Predict the reactants needed to synthesize the given product. The reactants are: C(OC(=O)N[C@H](C(=O)[NH:13][C@H:14]([B:19]1[O:27][C@H:26]2[C@:21]([CH3:31])([C@H:22]3[CH2:28][C@@H:24]([CH2:25]2)[C:23]3([CH3:30])[CH3:29])[O:20]1)[CH2:15][CH:16]([CH3:18])[CH3:17])C(C)C)(C)(C)C.[C:34]([NH:41][C@H:42]([C:47]([OH:49])=O)[CH2:43][CH:44]([CH3:46])[CH3:45])([O:36][C:37]([CH3:40])([CH3:39])[CH3:38])=[O:35]. Given the product [C:37]([O:36][C:34](=[O:35])[NH:41][C@H:42]([C:47](=[O:49])[NH:13][C@H:14]([B:19]1[O:27][C@H:26]2[C@:21]([CH3:31])([C@H:22]3[CH2:28][C@@H:24]([CH2:25]2)[C:23]3([CH3:29])[CH3:30])[O:20]1)[CH2:15][CH:16]([CH3:18])[CH3:17])[CH2:43][CH:44]([CH3:45])[CH3:46])([CH3:38])([CH3:39])[CH3:40], predict the reactants needed to synthesize it.